This data is from Forward reaction prediction with 1.9M reactions from USPTO patents (1976-2016). The task is: Predict the product of the given reaction. (1) Given the reactants [Cl:1][C:2]1[CH:7]=[CH:6][C:5]([CH2:8][C:9]2[C:18]3[C:13](=[CH:14][CH:15]=[CH:16][CH:17]=3)[C:12](=[O:19])[N:11]([CH2:20][C@H:21]3[CH2:25][CH2:24][CH2:23][NH:22]3)[N:10]=2)=[CH:4][CH:3]=1.C(=O)([O-])[O-].[K+].[K+].Br[CH2:33][C:34]([O:36][C:37]([CH3:40])([CH3:39])[CH3:38])=[O:35], predict the reaction product. The product is: [Cl:1][C:2]1[CH:7]=[CH:6][C:5]([CH2:8][C:9]2[C:18]3[C:13](=[CH:14][CH:15]=[CH:16][CH:17]=3)[C:12](=[O:19])[N:11]([CH2:20][C@H:21]3[CH2:25][CH2:24][CH2:23][N:22]3[CH2:33][C:34]([O:36][C:37]([CH3:40])([CH3:39])[CH3:38])=[O:35])[N:10]=2)=[CH:4][CH:3]=1. (2) Given the reactants [NH2:1][C:2]1[CH:12]=[CH:11][C:5]([C:6]([O:8][CH2:9][CH3:10])=[O:7])=[CH:4][CH:3]=1.[C:13](Cl)(=[O:20])[C:14]1[CH:19]=[CH:18][CH:17]=[CH:16][CH:15]=1, predict the reaction product. The product is: [C:14]1([C:13]([NH:1][C:2]2[CH:3]=[CH:4][C:5]([C:6]([O:8][CH2:9][CH3:10])=[O:7])=[CH:11][CH:12]=2)=[O:20])[CH:19]=[CH:18][CH:17]=[CH:16][CH:15]=1.